From a dataset of Retrosynthesis with 50K atom-mapped reactions and 10 reaction types from USPTO. Predict the reactants needed to synthesize the given product. (1) Given the product CN(C)c1cccc(-c2ccc(Cl)c(C(N)=O)c2)n1, predict the reactants needed to synthesize it. The reactants are: COC(=O)c1cc(-c2cccc(N(C)C)n2)ccc1Cl.N. (2) Given the product COc1cc(=O)n(Cc2nc3cc(CN)ccc3n2CCCCO)c2ccccc12, predict the reactants needed to synthesize it. The reactants are: COc1cc(=O)n(Cc2nc3cc(CNC(=O)OC(C)(C)C)ccc3n2CCCCO)c2ccccc12.